From a dataset of Catalyst prediction with 721,799 reactions and 888 catalyst types from USPTO. Predict which catalyst facilitates the given reaction. The catalyst class is: 7. Reactant: [F:1][C:2]1[CH:27]=[C:26]([F:28])[CH:25]=[CH:24][C:3]=1[O:4][C:5]1[C:18](=[O:19])[N:17]([CH2:20][C@@H:21]([OH:23])[CH3:22])[C:8]2[N:9]=[C:10](S(C)(=O)=O)[N:11]=[CH:12][C:7]=2[CH:6]=1.[NH2:29][C@H:30]([CH3:33])[CH2:31][OH:32]. Product: [F:1][C:2]1[CH:27]=[C:26]([F:28])[CH:25]=[CH:24][C:3]=1[O:4][C:5]1[C:18](=[O:19])[N:17]([CH2:20][C@@H:21]([OH:23])[CH3:22])[C:8]2[N:9]=[C:10]([NH:29][C@H:30]([CH3:33])[CH2:31][OH:32])[N:11]=[CH:12][C:7]=2[CH:6]=1.